This data is from Catalyst prediction with 721,799 reactions and 888 catalyst types from USPTO. The task is: Predict which catalyst facilitates the given reaction. Reactant: [NH:1]1[CH2:6][CH2:5][CH:4]([NH:7][C:8]([NH:10][C:11]2[CH:16]=[CH:15][C:14]([C:17]([F:20])([F:19])[F:18])=[CH:13][CH:12]=2)=[O:9])[CH2:3][CH2:2]1.CCN(CC)CC.[C:28](Cl)(=[O:33])[CH2:29][CH:30]([CH3:32])[CH3:31].O. Product: [CH3:31][CH:30]([CH3:32])[CH2:29][C:28]([N:1]1[CH2:6][CH2:5][CH:4]([NH:7][C:8]([NH:10][C:11]2[CH:16]=[CH:15][C:14]([C:17]([F:18])([F:19])[F:20])=[CH:13][CH:12]=2)=[O:9])[CH2:3][CH2:2]1)=[O:33]. The catalyst class is: 2.